From a dataset of Catalyst prediction with 721,799 reactions and 888 catalyst types from USPTO. Predict which catalyst facilitates the given reaction. Reactant: [F:1][C:2]1[CH:3]=[CH:4][C:5]([O:12][CH:13]([CH2:15][CH:16]=[CH2:17])[CH3:14])=[C:6]([CH:11]=1)[C:7](OC)=[O:8].[H-].[Al+3].[Li+].[H-].[H-].[H-]. Product: [F:1][C:2]1[CH:3]=[CH:4][C:5]([O:12][CH:13]([CH2:15][CH:16]=[CH2:17])[CH3:14])=[C:6]([CH2:7][OH:8])[CH:11]=1. The catalyst class is: 1.